From a dataset of Forward reaction prediction with 1.9M reactions from USPTO patents (1976-2016). Predict the product of the given reaction. (1) Given the reactants [N:1]1([CH2:7][C:8]2[CH:13]=[CH:12][C:11]([C:14]3[CH:27]=[N:26][C:17]4[NH:18][C:19]5[CH:24]=[N:23][C:22](N)=[CH:21][C:20]=5[C:16]=4[CH:15]=3)=[CH:10][CH:9]=2)[CH2:6][CH2:5][CH2:4][CH2:3][CH2:2]1.[CH3:28][S:29](Cl)(=[O:31])=[O:30].C(=O)(O)[O-].[Na+].[N:38]1C=CC=CC=1, predict the reaction product. The product is: [N:1]1([CH2:7][C:8]2[CH:13]=[CH:12][C:11]([C:14]3[CH:27]=[N:26][C:17]4[NH:18][C:19]5[CH:24]=[N:23][C:22]([CH2:28][S:29]([NH2:38])(=[O:31])=[O:30])=[CH:21][C:20]=5[C:16]=4[CH:15]=3)=[CH:10][CH:9]=2)[CH2:2][CH2:3][CH2:4][CH2:5][CH2:6]1. (2) Given the reactants CN([C:4]([O:8][N:9]1N=NC2C=CC=N[C:10]1=2)=[N+](C)C)C.F[P-](F)(F)(F)(F)F.[C:25]([NH:28][C:29]1[N:34]=[C:33]([C:35]([OH:37])=O)[C:32]([Br:38])=[CH:31][CH:30]=1)(=[O:27])[CH3:26].CCN(C(C)C)C(C)C.Cl.CNOC, predict the reaction product. The product is: [C:25]([NH:28][C:29]1[N:34]=[C:33]([C:35]([N:9]([O:8][CH3:4])[CH3:10])=[O:37])[C:32]([Br:38])=[CH:31][CH:30]=1)(=[O:27])[CH3:26]. (3) The product is: [Cl:1][C:2]1[C:3]([C:9]2[CH:14]=[CH:13][C:12]([F:15])=[C:11]([NH:16][CH2:17][C:18]3([CH2:24][CH3:25])[CH2:23][CH2:22][O:21][CH2:20][CH2:19]3)[N:10]=2)=[CH:4][C:5]([NH2:27])=[N:6][CH:7]=1. Given the reactants [Cl:1][C:2]1[C:3]([C:9]2[CH:14]=[CH:13][C:12]([F:15])=[C:11]([NH:16][CH2:17][C:18]3([CH2:24][CH3:25])[CH2:23][CH2:22][O:21][CH2:20][CH2:19]3)[N:10]=2)=[CH:4][C:5](F)=[N:6][CH:7]=1.[OH-].[NH4+:27], predict the reaction product. (4) The product is: [F:1][C:2]1[CH:7]=[CH:6][C:5]([C:8]2[C:9](=[O:10])[N:11]3[CH2:15][CH:14]([O:16][C:17]([N:19]4[CH2:24][CH2:23][O:22][CH2:21][CH2:20]4)=[O:18])[CH2:13][N:12]3[C:25]=2[C:27]2[CH:32]=[CH:31][N:30]=[C:29]([O:33][C:34]3[CH:35]=[CH:36][CH:37]=[CH:38][CH:39]=3)[N:28]=2)=[CH:4][CH:3]=1. Given the reactants [F:1][C:2]1[CH:7]=[CH:6][C:5]([CH2:8][C:9]([N:11]2[CH2:15][CH:14]([O:16][C:17]([N:19]3[CH2:24][CH2:23][O:22][CH2:21][CH2:20]3)=[O:18])[CH2:13][N:12]2[C:25]([C:27]2[CH:32]=[CH:31][N:30]=[C:29]([O:33][C:34]3[CH:39]=[CH:38][CH:37]=[CH:36][CH:35]=3)[N:28]=2)=O)=[O:10])=[CH:4][CH:3]=1.[H-].[Na+], predict the reaction product. (5) Given the reactants FC(F)(F)C(O)=O.C([O:12][C:13](=[O:49])[C:14]([O:17][C:18]1[CH:23]=[C:22]([O:24][CH2:25][C@@H:26]([OH:43])[CH2:27][N:28]2[CH2:33][CH2:32][C:31]3([CH2:37][C:36]4[CH:38]=[C:39]([Cl:42])[CH:40]=[CH:41][C:35]=4[O:34]3)[CH2:30][CH2:29]2)[C:21]([C:44]([NH:46][CH3:47])=[O:45])=[CH:20][C:19]=1[Cl:48])([CH3:16])[CH3:15])(C)(C)C, predict the reaction product. The product is: [Cl:48][C:19]1[CH:20]=[C:21]([C:44]([NH:46][CH3:47])=[O:45])[C:22]([O:24][CH2:25][C@@H:26]([OH:43])[CH2:27][N:28]2[CH2:29][CH2:30][C:31]3([CH2:37][C:36]4[CH:38]=[C:39]([Cl:42])[CH:40]=[CH:41][C:35]=4[O:34]3)[CH2:32][CH2:33]2)=[CH:23][C:18]=1[O:17][C:14]([CH3:15])([CH3:16])[C:13]([OH:49])=[O:12]. (6) Given the reactants [CH:1]([O:4][C:5]1[CH:10]=[CH:9][N:8]=[C:7]([NH2:11])[CH:6]=1)([CH3:3])[CH3:2].[Br:12][C:13]1[CH:21]=[CH:20][C:16]([C:17](Cl)=[O:18])=[CH:15][CH:14]=1, predict the reaction product. The product is: [Br:12][C:13]1[CH:21]=[CH:20][C:16]([C:17]([NH:11][C:7]2[CH:6]=[C:5]([O:4][CH:1]([CH3:3])[CH3:2])[CH:10]=[CH:9][N:8]=2)=[O:18])=[CH:15][CH:14]=1. (7) Given the reactants C(NC(C)C)(C)C.C([Li])CCC.CCCCCC.[C:19]([O:22][CH2:23][CH3:24])(=[O:21])[CH3:20].[CH:25]([C@@H:27]([NH:31][C:32](=[O:41])[O:33][CH2:34][C:35]1[CH:40]=[CH:39][CH:38]=[CH:37][CH:36]=1)[CH:28]([CH3:30])[CH3:29])=[O:26], predict the reaction product. The product is: [CH2:34]([O:33][C:32]([NH:31][C@@H:27]([CH:28]([CH3:30])[CH3:29])[CH:25]([OH:26])[CH2:20][C:19]([O:22][CH2:23][CH3:24])=[O:21])=[O:41])[C:35]1[CH:40]=[CH:39][CH:38]=[CH:37][CH:36]=1. (8) Given the reactants [C:1]([C:4]1[CH:9]=[CH:8][CH:7]=[CH:6][CH:5]=1)(=[O:3])[CH3:2].CC([O-])(C)C.[K+], predict the reaction product. The product is: [C:4]1([C@@H:1]([OH:3])[CH3:2])[CH:9]=[CH:8][CH:7]=[CH:6][CH:5]=1.